Task: Predict the reactants needed to synthesize the given product.. Dataset: Full USPTO retrosynthesis dataset with 1.9M reactions from patents (1976-2016) (1) Given the product [N:22]1[C:27]2[CH2:28][CH:29]([CH2:31][N:4]3[C:5]4=[N:10][C:9]([C:11]5[CH:16]=[CH:15][N:14]=[CH:13][N:12]=5)=[CH:8][C:7](=[O:17])[N:6]4[CH2:18][C:2]([CH3:19])([CH3:1])[CH2:3]3)[CH2:30][C:26]=2[N:25]=[CH:24][CH:23]=1, predict the reactants needed to synthesize it. The reactants are: [CH3:1][C:2]1([CH3:19])[CH2:18][N:6]2[C:7](=[O:17])[CH:8]=[C:9]([C:11]3[CH:16]=[CH:15][N:14]=[CH:13][N:12]=3)[N:10]=[C:5]2[NH:4][CH2:3]1.[H-].[Na+].[N:22]1[C:27]2[CH2:28][CH:29]([CH2:31]OS(C)(=O)=O)[CH2:30][C:26]=2[N:25]=[CH:24][CH:23]=1.O. (2) Given the product [CH3:38][O:31][C:30]([C:19]1[N:18]=[C:17]([N:13]2[CH2:14][CH2:15][CH2:16][CH:12]2[C:10]2[O:9][N:8]=[C:7]([C:2]3[CH:3]=[CH:4][CH:5]=[CH:6][N:1]=3)[CH:11]=2)[N:22]=[C:21]([NH:23][C:24]2[CH:28]=[C:27]([CH3:29])[NH:26][N:25]=2)[CH:20]=1)=[O:32], predict the reactants needed to synthesize it. The reactants are: [N:1]1[CH:6]=[CH:5][CH:4]=[CH:3][C:2]=1[C:7]1[CH:11]=[C:10]([CH:12]2[CH2:16][CH2:15][CH2:14][N:13]2[C:17]2[N:22]=[C:21]([NH:23][C:24]3[CH:28]=[C:27]([CH3:29])[NH:26][N:25]=3)[CH:20]=[C:19]([C:30]([OH:32])=[O:31])[N:18]=2)[O:9][N:8]=1.S(=O)(=O)(O)O.[CH3:38]O. (3) Given the product [F:29][C:23]1[CH:24]=[C:25]([I:28])[CH:26]=[CH:27][C:22]=1[NH:21][C:20]1[N:19]([CH3:30])[C:18](=[O:31])[C:17]2[CH2:32][CH2:33][CH2:34][C:16]=2[C:15]=1[C:13]([NH:12][O:11][CH2:10][CH2:9][OH:8])=[O:14], predict the reactants needed to synthesize it. The reactants are: [Si]([O:8][CH2:9][CH2:10][O:11][NH:12][C:13]([C:15]1[C:16]2[CH2:34][CH2:33][CH2:32][C:17]=2[C:18](=[O:31])[N:19]([CH3:30])[C:20]=1[NH:21][C:22]1[CH:27]=[CH:26][C:25]([I:28])=[CH:24][C:23]=1[F:29])=[O:14])(C(C)(C)C)(C)C.CCCC[N+](CCCC)(CCCC)CCCC.[F-]. (4) Given the product [CH3:1][CH2:2][N:3]([CH2:6][CH2:7][NH:8][C:9]([C:11]1[C:15]([CH3:16])=[C:14](/[CH:17]=[C:18]2/[C:19]3[CH:24]=[C:23]([F:25])[CH:22]=[CH:21][C:20]=3[NH:26][C:27]/2=[O:28])[NH:13][C:12]=1[CH3:29])=[O:10])[CH2:4][CH3:5].[CH2:33]([C:34]([OH:36])=[O:35])[C@H:31]([OH:32])[C:30]([OH:38])=[O:37], predict the reactants needed to synthesize it. The reactants are: [CH3:1][CH2:2][N:3]([CH2:6][CH2:7][NH:8][C:9]([C:11]1[C:15]([CH3:16])=[C:14](/[CH:17]=[C:18]2/[C:19]3[CH:24]=[C:23]([F:25])[CH:22]=[CH:21][C:20]=3[NH:26][C:27]/2=[O:28])[NH:13][C:12]=1[CH3:29])=[O:10])[CH2:4][CH3:5].[C:30]([OH:38])(=[O:37])[CH:31]([CH2:33][C:34]([OH:36])=[O:35])[OH:32].C1(C)C=CC=CC=1. (5) Given the product [CH3:1][O:2][C:3](=[O:23])[C:4]([O:21][CH3:22])=[CH:5][C:7]1[CH:12]=[CH:11][CH:10]=[C:9]([O:13][CH2:14][C:15]2[CH:20]=[CH:19][CH:18]=[CH:17][CH:16]=2)[CH:8]=1, predict the reactants needed to synthesize it. The reactants are: [CH3:1][O:2][C:3](=[O:23])[CH:4]([O:21][CH3:22])[CH:5]([C:7]1[CH:12]=[CH:11][CH:10]=[C:9]([O:13][CH2:14][C:15]2[CH:20]=[CH:19][CH:18]=[CH:17][CH:16]=2)[CH:8]=1)O.C(N(CC)CC)C.S(Cl)(C)(=O)=O.C([O-])(=O)C=C.S([O-])(=O)(=O)C.